The task is: Binary Classification. Given a miRNA mature sequence and a target amino acid sequence, predict their likelihood of interaction.. This data is from Experimentally validated miRNA-target interactions with 360,000+ pairs, plus equal number of negative samples. (1) The protein sequence of the target gene is MVPATGQLALLALGILLAVCQALENSTSPLSDSPVAAAVVSHFNKCPDSHTQYCFHGTCRFLVQEEKPACVCHSGYVGVRCEHADLLAVVAASQKKQAITALVVVSIVALAVLIITCVLIHCCQLRKHCEWCRALVCRHEKPSALLKGRTACCHSETVV. The miRNA is hsa-miR-2052 with sequence UGUUUUGAUAACAGUAAUGU. Result: 0 (no interaction). (2) The miRNA is mmu-miR-3105-5p with sequence AGAGCAAGCCCGUAAGCAGCGU. The protein sequence of the target gene is MGRSGKLPSGVSAKLKRWKKGHSSDSNPAICRHRQAARSRFFSRPSGRSDLTVDAVKLHNELQSGSLRLGKSEAPETPMEEEAELVLTEKSSGTFLSGLSDCTNVTFSKVQRFWESNSAAHKEICAVLAAVTEVIRSQGGKETETEYFAALMTTMEAVESPESLAAVAYLLNLVLKRVPSPVLIKKFSDTSKAFMDIMSAQASSGSTSVLRWVLSCLATLLRKQDLEAWGYPVTLQVYHGLLSFTVHPKPKIRKAAQHGVCSVLKGSEFMFEKAPAHHPAAISTAKFCIQEIEKSGGSKE.... Result: 0 (no interaction).